This data is from Peptide-MHC class II binding affinity with 134,281 pairs from IEDB. The task is: Regression. Given a peptide amino acid sequence and an MHC pseudo amino acid sequence, predict their binding affinity value. This is MHC class II binding data. (1) The peptide sequence is LCQVFADATPTGWGL. The MHC is HLA-DQA10301-DQB10301 with pseudo-sequence HLA-DQA10301-DQB10301. The binding affinity (normalized) is 0.614. (2) The peptide sequence is STVVASVTIIDRSLP. The MHC is DRB3_0101 with pseudo-sequence DRB3_0101. The binding affinity (normalized) is 0.422.